From a dataset of Reaction yield outcomes from USPTO patents with 853,638 reactions. Predict the reaction yield, written as a fraction of the theoretical maximum amount of product (1.0 means a 100% yield; for example, 0.34 means a 34% yield). (1) The reactants are Cl.[CH:2]([N:5]1[C:13]2[C:8](=[CH:9][C:10]([C:14]3[O:18][N:17]=[C:16]([C:19]4[CH:28]=[CH:27][CH:26]=[C:25]5[C:20]=4[CH2:21][CH2:22][NH:23][CH2:24]5)[N:15]=3)=[CH:11][CH:12]=2)[CH:7]=[CH:6]1)([CH3:4])[CH3:3].Br[CH2:30][C:31]([O:33][CH2:34][CH3:35])=[O:32].C(=O)([O-])[O-].[Cs+].[Cs+].C(OCC)(=O)C. The catalyst is CN(C)C=O. The product is [CH2:34]([O:33][C:31](=[O:32])[CH2:30][N:23]1[CH2:22][CH2:21][C:20]2[C:25](=[CH:26][CH:27]=[CH:28][C:19]=2[C:16]2[N:15]=[C:14]([C:10]3[CH:9]=[C:8]4[C:13](=[CH:12][CH:11]=3)[N:5]([CH:2]([CH3:4])[CH3:3])[CH:6]=[CH:7]4)[O:18][N:17]=2)[CH2:24]1)[CH3:35]. The yield is 0.810. (2) The reactants are [Cl:1][C:2]1[CH:3]=[C:4]([NH:9][C:10]2[C:19]3[C:14](=[CH:15][C:16]([O:21][CH3:22])=[C:17]([NH2:20])[CH:18]=3)[N:13]=[CH:12][N:11]=2)[CH:5]=[CH:6][C:7]=1[F:8].[Br:23][CH2:24]/[CH:25]=[CH:26]/[C:27](Cl)=[O:28].O. The catalyst is O1CCCC1. The product is [Br:23][CH2:24]/[CH:25]=[CH:26]/[C:27]([NH:20][C:17]1[CH:18]=[C:19]2[C:14](=[CH:15][C:16]=1[O:21][CH3:22])[N:13]=[CH:12][N:11]=[C:10]2[NH:9][C:4]1[CH:5]=[CH:6][C:7]([F:8])=[C:2]([Cl:1])[CH:3]=1)=[O:28]. The yield is 0.345. (3) The reactants are C(C1CCCN([C:10]([NH:12][C:13]2[C:14]([CH3:30])=[CH:15][C:16]3[N:17]([CH:27]([CH3:29])[CH3:28])[C:18]4[C:23]([C:24]=3[C:25]=2[CH3:26])=[CH:22][CH:21]=[CH:20][CH:19]=4)=[O:11])C1)(=O)N.CCN=C=N[CH2:36][CH2:37][CH2:38][N:39]([CH3:41])C.[CH2:42]1COCC1. The catalyst is CN(C)C1C=CN=CC=1. The product is [NH:39]1[CH2:38][CH2:37][CH:36]([C:10]([NH:12][C:13]2[C:14]([CH3:30])=[CH:15][C:16]3[N:17]([CH:27]([CH3:28])[CH3:29])[C:18]4[C:23]([C:24]=3[C:25]=2[CH3:26])=[CH:22][CH:21]=[CH:20][CH:19]=4)=[O:11])[CH2:42][CH2:41]1. The yield is 0.770. (4) The reactants are [F:1][C:2]1[C:3]([C:10]2[NH:14][N:13]=[CH:12][CH:11]=2)=[C:4]([CH:7]=[CH:8][CH:9]=1)[C:5]#N.[OH-:15].[Na+].Cl.C[OH:19]. No catalyst specified. The product is [F:1][C:2]1[C:3]([C:10]2[NH:14][N:13]=[CH:12][CH:11]=2)=[C:4]([CH:7]=[CH:8][CH:9]=1)[C:5]([OH:19])=[O:15]. The yield is 0.990. (5) The product is [ClH:3].[CH3:10][NH:12][C@@H:13]([CH2:17][CH:18]=[CH2:19])[C:14]([O:16][CH3:21])=[O:15]. No catalyst specified. The yield is 1.00. The reactants are S(Cl)([Cl:3])=O.C(O[C:10]([N:12](C)[C@@H:13]([CH2:17][CH:18]=[CH2:19])[C:14]([OH:16])=[O:15])=O)(C)(C)C.[CH3:21]O. (6) The reactants are [Br:1][C:2]1[C:7]([Cl:8])=[CH:6][CH:5]=[CH:4][C:3]=1[CH3:9].C1C(=O)N([Br:17])C(=O)C1.C(OOC(=O)C1C=CC=CC=1)(=O)C1C=CC=CC=1. The catalyst is C(Cl)(Cl)(Cl)Cl. The product is [Br:1][C:2]1[C:7]([Cl:8])=[CH:6][CH:5]=[CH:4][C:3]=1[CH2:9][Br:17]. The yield is 0.580. (7) The reactants are [CH3:1][N:2]1[C:6]([CH3:7])=[C:5]([C:8]([OH:10])=O)[CH:4]=[N:3]1.S(Cl)(Cl)=O.[NH2:15][C:16]1[CH:17]=[C:18]([CH:31]=[CH:32][CH:33]=1)[C:19]([C:21]1[CH:29]=[C:28]2[C:24]([CH2:25][C:26](=[O:30])[NH:27]2)=[CH:23][CH:22]=1)=[O:20]. The catalyst is C1COCC1. The yield is 0.460. The product is [O:30]=[C:26]1[CH2:25][C:24]2[C:28](=[CH:29][C:21]([C:19]([C:18]3[CH:17]=[C:16]([NH:15][C:8]([C:5]4[CH:4]=[N:3][N:2]([CH3:1])[C:6]=4[CH3:7])=[O:10])[CH:33]=[CH:32][CH:31]=3)=[O:20])=[CH:22][CH:23]=2)[NH:27]1.